This data is from Retrosynthesis with 50K atom-mapped reactions and 10 reaction types from USPTO. The task is: Predict the reactants needed to synthesize the given product. (1) Given the product Cc1ccc(C(=O)c2cn(Cc3cccc(F)n3)c3ccccc3c2=O)cc1C, predict the reactants needed to synthesize it. The reactants are: Cc1ccc(C(=O)c2c[nH]c3ccccc3c2=O)cc1C.Fc1cccc(CBr)n1. (2) Given the product COc1cncc(-c2cc3c(cn2)[nH]c2ncc(F)cc23)c1, predict the reactants needed to synthesize it. The reactants are: COc1cncc(B2OC(C)(C)C(C)(C)O2)c1.O=S(=O)(Oc1cc2c(cn1)[nH]c1ncc(F)cc12)C(F)(F)F. (3) Given the product Cc1cc(C)nc(O[C@@H]2C(=O)N3CC(=O)N(C)c4ccccc4[C@@]23c2cccc(C(F)(F)F)c2)n1, predict the reactants needed to synthesize it. The reactants are: CI.Cc1cc(C)nc(O[C@@H]2C(=O)N3CC(=O)Nc4ccccc4[C@@]23c2cccc(C(F)(F)F)c2)n1. (4) The reactants are: C[C@H](c1ccccc1)N1C[C@H](C(=O)O)CC1=O.O=C(c1ncc[nH]1)c1ncc[nH]1. Given the product C[C@H](c1ccccc1)N1C[C@H](C(N)=O)CC1=O, predict the reactants needed to synthesize it. (5) Given the product O=C(O)c1nc(CC2(c3cc(Cl)ccc3Cl)CCCC2)nc(O)c1OCc1ccccc1, predict the reactants needed to synthesize it. The reactants are: CC(C)(C)OC(=O)c1nc(CC2(c3cc(Cl)ccc3Cl)CCCC2)nc(O)c1OCc1ccccc1. (6) Given the product COC(=O)c1ccc(-c2ncn(-c3ccc(OC(F)(F)C(F)(F)F)cc3)n2)cc1, predict the reactants needed to synthesize it. The reactants are: COC(=O)c1ccc(-c2nc[nH]n2)cc1.FC(F)(F)C(F)(F)Oc1ccc(Br)cc1.